Task: Predict which catalyst facilitates the given reaction.. Dataset: Catalyst prediction with 721,799 reactions and 888 catalyst types from USPTO Reactant: [Cl:1][CH2:2][C:3]([CH3:8])([CH3:7])[C:4](Cl)=[O:5].[NH2:9][C:10]([CH3:14])([CH3:13])[CH2:11][OH:12]. Product: [CH3:7][C:3]([C:4]1[O:5][CH2:11][C:10]([CH3:14])([CH3:13])[N:9]=1)([CH3:8])[CH2:2][Cl:1].[OH:12][CH2:11][C:10]([NH:9][C:4](=[O:5])[C:3]([CH3:8])([CH3:7])[CH2:2][Cl:1])([CH3:14])[CH3:13]. The catalyst class is: 22.